From a dataset of Catalyst prediction with 721,799 reactions and 888 catalyst types from USPTO. Predict which catalyst facilitates the given reaction. (1) Reactant: [OH:1][CH:2]([CH2:7][NH:8][S:9]([C:12]1[CH:17]=[CH:16][CH:15]=[CH:14][C:13]=1[N+:18]([O-:20])=[O:19])(=[O:11])=[O:10])[C:3]([O:5][CH3:6])=[O:4].[C:21](=O)([O-])[O-].[Cs+].[Cs+].CI.CN(C)C=O. Product: [OH:1][CH:2]([CH2:7][N:8]([CH3:21])[S:9]([C:12]1[CH:17]=[CH:16][CH:15]=[CH:14][C:13]=1[N+:18]([O-:20])=[O:19])(=[O:10])=[O:11])[C:3]([O:5][CH3:6])=[O:4]. The catalyst class is: 6. (2) Reactant: [Cl:1][C:2]1[C:3]([N:11]=[CH:12][C:13]([OH:31])([CH2:18][C:19]([C:22]2[CH:27]=[CH:26][CH:25]=[C:24]([F:28])[C:23]=2[O:29][CH3:30])([CH3:21])[CH3:20])[C:14]([F:17])([F:16])[F:15])=[C:4]2[C:8](=[CH:9][CH:10]=1)[NH:7][N:6]=[CH:5]2.[BH4-].[Na+].C(O)(=O)C. The catalyst class is: 5. Product: [Cl:1][C:2]1[C:3]([NH:11][CH2:12][C:13]([OH:31])([CH2:18][C:19]([C:22]2[CH:27]=[CH:26][CH:25]=[C:24]([F:28])[C:23]=2[O:29][CH3:30])([CH3:21])[CH3:20])[C:14]([F:15])([F:16])[F:17])=[C:4]2[C:8](=[CH:9][CH:10]=1)[NH:7][N:6]=[CH:5]2.